Dataset: Experimentally validated miRNA-target interactions with 360,000+ pairs, plus equal number of negative samples. Task: Binary Classification. Given a miRNA mature sequence and a target amino acid sequence, predict their likelihood of interaction. (1) The miRNA is hsa-miR-708-5p with sequence AAGGAGCUUACAAUCUAGCUGGG. The protein sequence of the target gene is MVQKYQSPVRVYKYPFELIMAAYERRFPTCPLIPMFVGSDTVNEFKSEDGAIHVIERRCKLDVDAPRLLKKIAGVDYVYFVQKNSLNSRERTLHIEAYNETFSNRVIINEHCCYTVHPENEDWTCFEQSASLDIKSFFGFESTVEKIAMKQYTSNIKKGKEIIEYYLRQLEEEGITFVPRWSPPSITTSSETSSSSSKKQAASMAVVIPEAALKEGLSGDALSSPSAPEPVVGTPDDKLDADYIKRYLGDLTPLQESCLIRLRQWLQETHKGKIPKDEHILRFLRARDFNIDKAREIMCQ.... Result: 1 (interaction). (2) The miRNA is hsa-miR-6079 with sequence UUGGAAGCUUGGACCAACUAGCUG. The protein sequence of the target gene is MRRVVRQSKFRHVFGQAVKNDQCYDDIRVSRVTWDSSFCAVNPRFVAIIIEASGGGAFLVLPLHKTGRIDKSYPTVCGHTGPVLDIDWCPHNDQVIASGSEDCTVMVWQIPENGLTLSLTEPVVILEGHSKRVGIVAWHPTARNVLLSAGCDNAIIIWNVGTGEALINLDDMHSDMIYNVSWNRNGSLICTASKDKKVRVIDPRKQEIVAEKEKAHEGARPMRAIFLADGNVFTTGFSRMSERQLALWNPKNMQEPIALHEMDTSNGVLLPFYDPDTSIIYLCGKGDSSIRYFEITDESP.... Result: 1 (interaction). (3) The miRNA is hsa-miR-1227-5p with sequence GUGGGGCCAGGCGGUGG. The protein sequence of the target gene is MNSKGQYPTQPTYPVQPPGNPVYPQTLHLPQAPPYTDAPPAYSELYRPSFVHPGAATVPTMSAAFPGASLYLPMAQSVAVGPLGSTIPMAYYPVGPIYPPGSTVLVEGGYDAGARFGAGATAGNIPPPPPGCPPNAAQLAVMQGANVLVTQRKGNFFMGGSDGGYTIW. Result: 1 (interaction).